This data is from NCI-60 drug combinations with 297,098 pairs across 59 cell lines. The task is: Regression. Given two drug SMILES strings and cell line genomic features, predict the synergy score measuring deviation from expected non-interaction effect. (1) Drug 1: CN(C)N=NC1=C(NC=N1)C(=O)N. Drug 2: CC(C)NC(=O)C1=CC=C(C=C1)CNNC.Cl. Cell line: SF-268. Synergy scores: CSS=2.42, Synergy_ZIP=3.71, Synergy_Bliss=5.95, Synergy_Loewe=-1.02, Synergy_HSA=-0.360. (2) Drug 1: CC1C(C(=O)NC(C(=O)N2CCCC2C(=O)N(CC(=O)N(C(C(=O)O1)C(C)C)C)C)C(C)C)NC(=O)C3=C4C(=C(C=C3)C)OC5=C(C(=O)C(=C(C5=N4)C(=O)NC6C(OC(=O)C(N(C(=O)CN(C(=O)C7CCCN7C(=O)C(NC6=O)C(C)C)C)C)C(C)C)C)N)C. Drug 2: CC1=C(C(=O)C2=C(C1=O)N3CC4C(C3(C2COC(=O)N)OC)N4)N. Cell line: NCI-H522. Synergy scores: CSS=31.5, Synergy_ZIP=-4.82, Synergy_Bliss=-4.83, Synergy_Loewe=-5.08, Synergy_HSA=-1.29. (3) Drug 1: CC1=C(C=C(C=C1)NC(=O)C2=CC=C(C=C2)CN3CCN(CC3)C)NC4=NC=CC(=N4)C5=CN=CC=C5. Drug 2: COC1=C2C(=CC3=C1OC=C3)C=CC(=O)O2. Cell line: SW-620. Synergy scores: CSS=-19.7, Synergy_ZIP=6.73, Synergy_Bliss=-0.184, Synergy_Loewe=-11.6, Synergy_HSA=-13.0.